Dataset: Forward reaction prediction with 1.9M reactions from USPTO patents (1976-2016). Task: Predict the product of the given reaction. (1) Given the reactants [CH:1]1([N:4]2[C:8]3[C:9]([O:29][C@@H:30]([C@@H:32]4[CH2:36][C:35](=[O:37])[N:34]([C@@H:38]([C:40]5[CH:45]=[CH:44][C:43]([O:46][CH3:47])=[CH:42][CH:41]=5)[CH3:39])[CH2:33]4)[CH3:31])=[N:10][C:11]([C:13]4[CH:14]=[C:15]5[C:19](=[CH:20][CH:21]=4)[N:18](C(OC(C)(C)C)=O)[N:17]=[CH:16]5)=[CH:12][C:7]=3[N:6]=[CH:5]2)[CH2:3][CH2:2]1.[H][H].O1CCOCC1, predict the reaction product. The product is: [CH:1]1([N:4]2[C:8]3[C:9]([O:29][C@@H:30]([C@H:32]4[CH2:33][N:34]([C@@H:38]([C:40]5[CH:41]=[CH:42][C:43]([O:46][CH3:47])=[CH:44][CH:45]=5)[CH3:39])[C:35](=[O:37])[CH2:36]4)[CH3:31])=[N:10][C:11]([C:13]4[CH:14]=[C:15]5[C:19](=[CH:20][CH:21]=4)[NH:18][N:17]=[CH:16]5)=[CH:12][C:7]=3[N:6]=[CH:5]2)[CH2:3][CH2:2]1. (2) Given the reactants Cl.Cl.[CH2:3]([NH:12][C:13](=[NH:26])[NH:14][C:15](=[N:18][CH2:19][C:20]1C=CC=CC=1)[NH:16][CH3:17])[CH2:4][CH2:5][CH2:6][CH2:7][CH2:8][CH2:9][CH2:10][CH3:11].[CH2:27]([OH:29])[CH3:28].[C:30]12([CH2:40]S(O)(=O)=O)C(C)(C)[CH:34]([CH2:35][CH2:36]1)[CH2:33][C:31]2=[O:32], predict the reaction product. The product is: [C:27]([OH:32])(=[O:29])[CH3:28].[CH3:27][C:19]1([CH3:20])[NH:18][C:15]([N:16]([CH2:40][C:30]2[CH:31]=[CH:33][CH:34]=[CH:35][CH:36]=2)[CH3:17])=[N:14][C:13]([NH:12][CH2:3][CH2:4][CH2:5][CH2:6][CH2:7][CH2:8][CH2:9][CH2:10][CH3:11])=[N:26]1. (3) The product is: [NH2:27][C@@H:9]([CH2:8][C:5]1[CH:4]=[CH:3][C:2]([F:1])=[CH:7][CH:6]=1)[C:10]([NH:12][C:13]1[N:17]([CH3:18])[N:16]=[C:15]([C:19]2[CH:24]=[CH:23][N:22]=[C:21]([NH:25][CH3:26])[N:20]=2)[CH:14]=1)=[O:11]. Given the reactants [F:1][C:2]1[CH:7]=[CH:6][C:5]([CH2:8][C@H:9]([NH:27]C(=O)OC(C)(C)C)[C:10]([NH:12][C:13]2[N:17]([CH3:18])[N:16]=[C:15]([C:19]3[CH:24]=[CH:23][N:22]=[C:21]([NH:25][CH3:26])[N:20]=3)[CH:14]=2)=[O:11])=[CH:4][CH:3]=1.Cl, predict the reaction product. (4) The product is: [F:1][CH:2]([CH3:14])[CH2:3][O:4][C:5]1[C:10]([NH2:11])=[CH:9][CH:8]=[CH:7][N:6]=1. Given the reactants [F:1][CH:2]([CH3:14])[CH2:3][O:4][C:5]1[C:10]([N+:11]([O-])=O)=[CH:9][CH:8]=[CH:7][N:6]=1, predict the reaction product. (5) Given the reactants [NH2:1][CH2:2][CH2:3][CH2:4][O:5][C:6]1[CH:35]=[CH:34][C:9]([C:10]([N:12]2[C:21]3[C:16](=[CH:17][CH:18]=[CH:19][CH:20]=3)[C@H:15]([N:22]([C:26]3[CH:31]=[CH:30][C:29]([Cl:32])=[CH:28][CH:27]=3)[C:23](=[O:25])[CH3:24])[CH2:14][C@@H:13]2[CH3:33])=[O:11])=[CH:8][CH:7]=1.C(N(CC)CC)C.[F:43][C:44]([F:57])([F:56])[S:45](O[S:45]([C:44]([F:57])([F:56])[F:43])(=[O:47])=[O:46])(=[O:47])=[O:46], predict the reaction product. The product is: [Cl:32][C:29]1[CH:30]=[CH:31][C:26]([N:22]([C@H:15]2[C:16]3[C:21](=[CH:20][CH:19]=[CH:18][CH:17]=3)[N:12]([C:10](=[O:11])[C:9]3[CH:8]=[CH:7][C:6]([O:5][CH2:4][CH2:3][CH2:2][NH:1][S:45]([C:44]([F:57])([F:56])[F:43])(=[O:47])=[O:46])=[CH:35][CH:34]=3)[C@@H:13]([CH3:33])[CH2:14]2)[C:23](=[O:25])[CH3:24])=[CH:27][CH:28]=1. (6) Given the reactants [F:1][C:2]([F:15])([F:14])[C:3]([C:5]1[CH:13]=[CH:12][C:8]([C:9]([OH:11])=O)=[CH:7][CH:6]=1)=[O:4].ON1C2C=CC=CC=2N=N1.[CH:26]1([N:30]2[CH2:36][CH2:35][C:34]3[CH:37]=[CH:38][C:39]([N:41]4[CH2:46][CH2:45][NH:44][CH2:43][CH2:42]4)=[CH:40][C:33]=3[CH2:32][CH2:31]2)[CH2:29][CH2:28][CH2:27]1, predict the reaction product. The product is: [CH:26]1([N:30]2[CH2:36][CH2:35][C:34]3[CH:37]=[CH:38][C:39]([N:41]4[CH2:46][CH2:45][N:44]([C:9]([C:8]5[CH:7]=[CH:6][C:5]([C:3](=[O:4])[C:2]([F:1])([F:15])[F:14])=[CH:13][CH:12]=5)=[O:11])[CH2:43][CH2:42]4)=[CH:40][C:33]=3[CH2:32][CH2:31]2)[CH2:29][CH2:28][CH2:27]1. (7) Given the reactants [OH:1][CH2:2][C:3]1[N:4]=[C:5]([C:8]([O:10][CH2:11][CH3:12])=[O:9])[S:6][CH:7]=1.Br[C:14]1[CH:19]=[CH:18][C:17]([C:20]([OH:29])([C:25]([F:28])([F:27])[F:26])[C:21]([F:24])([F:23])[F:22])=[C:16]([Cl:30])[C:15]=1[Cl:31].CC([O-])=O.[K+].C1C=CC(P(C2C=CC=CC=2)C2C=CC=CC=2)=CC=1, predict the reaction product. The product is: [Cl:31][C:15]1[C:16]([Cl:30])=[C:17]([C:20]([OH:29])([C:21]([F:22])([F:23])[F:24])[C:25]([F:26])([F:27])[F:28])[CH:18]=[CH:19][C:14]=1[C:7]1[S:6][C:5]([C:8]([O:10][CH2:11][CH3:12])=[O:9])=[N:4][C:3]=1[CH2:2][OH:1].